From a dataset of Experimentally validated miRNA-target interactions with 360,000+ pairs, plus equal number of negative samples. Binary Classification. Given a miRNA mature sequence and a target amino acid sequence, predict their likelihood of interaction. (1) The miRNA is hsa-miR-548x-5p with sequence UGCAAAAGUAAUUGCAGUUUUUG. The protein sequence of the target gene is MMFPQSRHSGSSHLPQQLKFTTSDSCDRIKDEFQLLQAQYHSLKLECDKLASEKSEMQRHYVMYYEMSYGLNIEMHKQAEIVKRLNGICAQVLPYLSQEHQQQVLGAIERAKQVTAPELNSIIRQQLQAHQLSQLQALALPLTPLPVGLQPPSLPAVSAGTGLLSLSALGSQTHLSKEDKNGHDGDTHQEDDGEKSD. Result: 0 (no interaction). (2) The miRNA is hsa-miR-30e-3p with sequence CUUUCAGUCGGAUGUUUACAGC. The protein sequence of the target gene is MDALEGESFALSFSSASDAEFDAVVGYLEDIIMDDEFQLLQRNFMDKYYLEFEDTEENKLIYTPIFNEYISLVEKYIEEQLLQRIPEFNMAAFTTTLQHHKDEVAGDIFDMLLTFTDFLAFKEMFLDYRAEKEGRGLDLSSGLVVTSLCKSSSLPASQNNLRH. Result: 1 (interaction). (3) The miRNA is mmu-miR-1933-3p with sequence CCAGGACCAUCAGUGUGACUAU. The protein sequence of the target gene is MSAQTSPAEKGLNPGLMCQESYACSGTDEAIFECDECCSLQCLRCEEELHRQERLRNHERIRLKPGHVPYCDLCKGLSGHLPGVRQRAIVRCQTCKINLCLECQKRTHSGGNKRRHPVTVYNVSNLQESLEAEEMDEETKRKKMTEKVVSFLLVDENEEIQVTNEEDFIRKLDCKPDQHLKVVSIFGNTGDGKSHTLNHTFFYGREVFKTSPTQESCTVGVWAAYDPVHKVAVIDTEGLLGATVNLSQRTRLLLKVLAISDLVIYRTHADRLHNDLFKFLGDASEAYLKHFTKELKATTA.... Result: 0 (no interaction). (4) The miRNA is hsa-miR-5699-5p with sequence UGCCCCAACAAGGAAGGACAAG. The protein sequence of the target gene is MSAAAYMDFVAAQCLVSISNRAAVPEHGVAPDAERLRLPEREVTKEHGDPGDTWKDYCTLVTIAKSLLDLNKYRPIQTPSVCSDSLESPDEDMGSDSDVTTESGSSPSHSPEERQDPGSAPSPLSLLHPGVAAKGKHASEKRHKCPYSGCGKVYGKSSHLKAHYRVHTGERPFPCTWPDCLKKFSRSDELTRHYRTHTGEKQFRCPLCEKRFMRSDHLTKHARRHTEFHPSMIKRSKKALANAL. Result: 0 (no interaction). (5) The miRNA is hsa-miR-95-5p with sequence UCAAUAAAUGUCUGUUGAAUU. The protein sequence of the target gene is MEADGQSWAGESVSGPGPGGGGMIRELCRGFSRYRRYLGRLRQNLRETQKFFRDIKCSHSHSCPSSPAGGGAAELGPAGDVAEAPLPAGQLSCISFPPMEETYLQQLVDRLPCILILGQDCNAKCQLLNLLLGVQVLPTLKLDSDESCKLRRLRFTYGTRTRVSLALPGQYELVHTLASHQDNWETIPEEDLEVQEDSEDAAHVLADLEVTMHHALLQEVDIVVAPCPSHRPSVDVLSDLANDFLPVITYALHKDELSERGEQELREVRQYFSFPMFFFKVPKLEIISSSSGRAESERSP.... Result: 0 (no interaction). (6) The miRNA is hsa-miR-4495 with sequence AAUGUAAACAGGCUUUUUGCU. The protein sequence of the target gene is MEKDSLSRADQQYECVAEIGEGAYGKVFKARDLKNGGRFVALKRVRVQTSEEGMPLSTIREVAVLRHLETFEHPNVVRLFDVCTVSRTDRETKLTLVFEHVDQDLTTYLDKVPEPGVPTETIKDMMFQLLRGLDFLHSHRVVHRDLKPQNILVTSSGQIKLADFGLARIYSFQMALTSVVVTLWYRAPEVLLQSSYATPVDLWSVGCIFAEMFRRKPLFRGSSDVDQLGKILDIIGLPGEEDWPRDVALPRQAFHSKSAQPIEKFVTDIDELGKDLLLKCLTFNPAKRISAYGALNHPYF.... Result: 0 (no interaction).